The task is: Predict the reactants needed to synthesize the given product.. This data is from Full USPTO retrosynthesis dataset with 1.9M reactions from patents (1976-2016). (1) Given the product [CH:1]([S:3]([N:36]1[CH2:37][C:34]([F:38])([F:33])[CH2:35]1)(=[O:5])=[O:4])=[CH2:2], predict the reactants needed to synthesize it. The reactants are: [CH:1]([S:3](N1CC(C2C=CC3C4N=C(C5N(C(C)C)N=CN=5)SC=4CCOC=3C=2)C1)(=[O:5])=[O:4])=[CH2:2].Cl.[F:33][C:34]1([F:38])[CH2:37][NH:36][CH2:35]1. (2) Given the product [F:23][C:8]1[CH:7]=[CH:6][C:5]([C:3](=[N:1][OH:2])[NH2:4])=[CH:10][C:9]=1[NH:11][C:12]([C:14]1[N:18]2[CH:19]=[CH:20][CH:21]=[CH:22][C:17]2=[N:16][CH:15]=1)=[O:13], predict the reactants needed to synthesize it. The reactants are: [NH2:1][OH:2].[C:3]([C:5]1[CH:6]=[CH:7][C:8]([F:23])=[C:9]([NH:11][C:12]([C:14]2[N:18]3[CH:19]=[CH:20][CH:21]=[CH:22][C:17]3=[N:16][CH:15]=2)=[O:13])[CH:10]=1)#[N:4]. (3) Given the product [F:1][C:2]([F:7])([F:6])[C:3]([OH:5])=[O:4].[NH2:14][CH2:13][C:12]1[CH:22]=[CH:23][C:9]([Cl:8])=[CH:10][C:11]=1[CH2:24][NH:25][C:26]([C@@H:28]1[CH2:33][O:32][CH2:31][CH2:30][N:29]1[C:34](=[O:41])[C@H:35]([OH:40])[C:36]([CH3:39])([CH3:38])[CH3:37])=[O:27], predict the reactants needed to synthesize it. The reactants are: [F:1][C:2]([F:7])([F:6])[C:3]([OH:5])=[O:4].[Cl:8][C:9]1[CH:23]=[CH:22][C:12]([CH2:13][NH:14]C(=O)OC(C)(C)C)=[C:11]([CH2:24][NH:25][C:26]([C@@H:28]2[CH2:33][O:32][CH2:31][CH2:30][N:29]2[C:34](=[O:41])[C@H:35]([OH:40])[C:36]([CH3:39])([CH3:38])[CH3:37])=[O:27])[CH:10]=1. (4) Given the product [CH3:28][N:27]([CH3:36])[C:24]1([C:21]2[CH:22]=[CH:23][C:18]([N:15]3[CH2:16][CH2:17][C:12]4[C:11]([C:30]([F:32])([F:33])[F:31])=[N:10][N:9]([C:6]5[CH:7]=[CH:8][C:3]([O:2][CH3:1])=[CH:4][CH:5]=5)[C:13]=4[C:14]3=[O:29])=[CH:19][CH:20]=2)[CH2:26][CH2:25]1, predict the reactants needed to synthesize it. The reactants are: [CH3:1][O:2][C:3]1[CH:8]=[CH:7][C:6]([N:9]2[C:13]3[C:14](=[O:29])[N:15]([C:18]4[CH:23]=[CH:22][C:21]([C:24]5([NH:27][CH3:28])[CH2:26][CH2:25]5)=[CH:20][CH:19]=4)[CH2:16][CH2:17][C:12]=3[C:11]([C:30]([F:33])([F:32])[F:31])=[N:10]2)=[CH:5][CH:4]=1.C=O.[CH3:36]C(O)=O.[BH3-]C#N.[Na+].[OH-].[Na+]. (5) Given the product [F:8][C:4]1[CH:5]=[CH:6][CH:7]=[C:2]([F:1])[C:3]=1[N:9]1[CH2:14][CH2:13][N:12]([CH2:16][CH2:17][N:18]2[C:19](=[O:29])[CH2:20][C:21]3([CH2:25][CH2:24][CH2:23][CH2:22]3)[CH2:26][C:27]2=[O:28])[CH2:11][CH2:10]1, predict the reactants needed to synthesize it. The reactants are: [F:1][C:2]1[CH:7]=[CH:6][CH:5]=[C:4]([F:8])[C:3]=1[N:9]1[CH2:14][CH2:13][NH:12][CH2:11][CH2:10]1.Cl[CH2:16][CH2:17][N:18]1[C:27](=[O:28])[CH2:26][C:21]2([CH2:25][CH2:24][CH2:23][CH2:22]2)[CH2:20][C:19]1=[O:29]. (6) Given the product [OH:1][C@H:2]([CH2:8][C:9](=[O:10])[O-:11])[CH2:3][N+:4]([CH3:7])([CH3:5])[CH3:6], predict the reactants needed to synthesize it. The reactants are: [OH:1][CH:2]([CH2:8][C:9](=[O:11])[O-:10])[CH2:3][N+:4]([CH3:7])([CH3:6])[CH3:5].N12CCC(CC1)CC2. (7) Given the product [CH2:27]([N:24]1[CH2:25][CH2:26][CH:21]([NH:20][C:2]2[C:11]3[C:6](=[CH:7][CH:8]=[C:9]([O:12][CH3:13])[CH:10]=3)[C:5]([C:14]3[S:15][C:16]([CH3:19])=[CH:17][CH:18]=3)=[N:4][N:3]=2)[CH2:22][CH2:23]1)[C:28]1[CH:29]=[CH:30][CH:31]=[CH:32][CH:33]=1, predict the reactants needed to synthesize it. The reactants are: Cl[C:2]1[C:11]2[C:6](=[CH:7][CH:8]=[C:9]([O:12][CH3:13])[CH:10]=2)[C:5]([C:14]2[S:15][C:16]([CH3:19])=[CH:17][CH:18]=2)=[N:4][N:3]=1.[NH2:20][CH:21]1[CH2:26][CH2:25][N:24]([CH2:27][C:28]2[CH:33]=[CH:32][CH:31]=[CH:30][CH:29]=2)[CH2:23][CH2:22]1.